This data is from Full USPTO retrosynthesis dataset with 1.9M reactions from patents (1976-2016). The task is: Predict the reactants needed to synthesize the given product. (1) Given the product [C:1]([C:4]1[C:8]([CH3:9])=[C:7]([C:10]([C:12]2[CH:17]=[CH:16][C:15]([CH3:18])=[CH:14][CH:13]=2)=[O:11])[N:6]([CH3:19])[C:5]=1[CH2:20][C:21]([O:23][CH2:25][CH3:26])=[O:22])([OH:3])=[O:2], predict the reactants needed to synthesize it. The reactants are: [C:1]([C:4]1[C:8]([CH3:9])=[C:7]([C:10]([C:12]2[CH:17]=[CH:16][C:15]([CH3:18])=[CH:14][CH:13]=2)=[O:11])[N:6]([CH3:19])[C:5]=1[CH2:20][C:21]([OH:23])=[O:22])([OH:3])=[O:2].Cl.[CH2:25](O)[CH3:26]. (2) Given the product [F:29][C:30]1[CH:46]=[C:45]([N+:47]([O-:49])=[O:48])[CH:44]=[CH:43][C:31]=1[O:32][C:33]1[CH:38]=[CH:37][N:36]=[C:35]2[CH:39]=[C:40]([C:18]3[CH:17]=[N:16][N:15]([CH2:14][CH2:13][N:5]([CH2:4][CH2:3][O:2][CH3:1])[C:6](=[O:12])[O:7][C:8]([CH3:9])([CH3:10])[CH3:11])[CH:19]=3)[S:41][C:34]=12, predict the reactants needed to synthesize it. The reactants are: [CH3:1][O:2][CH2:3][CH2:4][N:5]([CH2:13][CH2:14][N:15]1[CH:19]=[C:18](B2OC(C)(C)C(C)(C)O2)[CH:17]=[N:16]1)[C:6](=[O:12])[O:7][C:8]([CH3:11])([CH3:10])[CH3:9].[F:29][C:30]1[CH:46]=[C:45]([N+:47]([O-:49])=[O:48])[CH:44]=[CH:43][C:31]=1[O:32][C:33]1[CH:38]=[CH:37][N:36]=[C:35]2[CH:39]=[C:40](I)[S:41][C:34]=12.C([O-])([O-])=O.[Na+].[Na+]. (3) Given the product [C:1]1([CH2:11][N:13]2[CH2:14][CH2:15][CH:16]([C:19]3[C:27]4[C:22](=[N:23][CH:24]=[CH:25][CH:26]=4)[NH:21][CH:20]=3)[CH2:17][CH2:18]2)[C:10]2[C:5](=[CH:6][CH:7]=[CH:8][CH:9]=2)[CH:4]=[CH:3][CH:2]=1, predict the reactants needed to synthesize it. The reactants are: [C:1]1([CH:11]=O)[C:10]2[C:5](=[CH:6][CH:7]=[CH:8][CH:9]=2)[CH:4]=[CH:3][CH:2]=1.[NH:13]1[CH2:18][CH2:17][CH:16]([C:19]2[C:27]3[C:22](=[N:23][CH:24]=[CH:25][CH:26]=3)[NH:21][CH:20]=2)[CH2:15][CH2:14]1. (4) Given the product [OH:1][CH:2]1[C:26]2[C:21](=[CH:22][CH:23]=[CH:24][CH:25]=2)[O:20][C:4]2([CH2:9][CH2:8][N:7]([C:10]([O:12][CH2:13][C:14]3[CH:19]=[CH:18][CH:17]=[CH:16][CH:15]=3)=[O:11])[CH2:6][CH2:5]2)[CH2:3]1, predict the reactants needed to synthesize it. The reactants are: [O:1]=[C:2]1[C:26]2[C:21](=[CH:22][CH:23]=[CH:24][CH:25]=2)[O:20][C:4]2([CH2:9][CH2:8][N:7]([C:10]([O:12][CH2:13][C:14]3[CH:19]=[CH:18][CH:17]=[CH:16][CH:15]=3)=[O:11])[CH2:6][CH2:5]2)[CH2:3]1.[BH4-].[Na+]. (5) Given the product [F:33][C:34]([F:47])([F:46])[S:35]([NH:25][C:21]1[CH:22]=[CH:23][CH:24]=[C:19]([CH2:18][O:17][C:14]2[CH:15]=[CH:16][C:11]([C:4]3[CH:5]=[C:6]([F:10])[C:7]([F:9])=[CH:8][C:3]=3[F:2])=[CH:12][CH:13]=2)[CH:20]=1)(=[O:37])=[O:36], predict the reactants needed to synthesize it. The reactants are: Cl.[F:2][C:3]1[CH:8]=[C:7]([F:9])[C:6]([F:10])=[CH:5][C:4]=1[C:11]1[CH:16]=[CH:15][C:14]([O:17][CH2:18][C:19]2[CH:20]=[C:21]([NH2:25])[CH:22]=[CH:23][CH:24]=2)=[CH:13][CH:12]=1.C(N(CC)CC)C.[F:33][C:34]([F:47])([F:46])[S:35](O[S:35]([C:34]([F:47])([F:46])[F:33])(=[O:37])=[O:36])(=[O:37])=[O:36].FC1C=C(F)C(F)=CC=1C1C=CC(OCC2C=C(NS(C)(=O)=O)C=CC=2)=CC=1. (6) Given the product [O:37]=[S:2]1(=[O:1])[C:8]2[CH:9]=[C:10]([O:15][CH2:16][C:17]([OH:19])=[O:18])[C:11]([S:13][CH3:14])=[CH:12][C:7]=2[N:6]([C:22]2[CH:23]=[CH:24][C:25]([Cl:28])=[CH:26][CH:27]=2)[CH2:5][C:4]([CH2:33][CH2:34][CH2:35][CH3:36])([CH2:29][CH2:30][CH2:31][CH3:32])[CH2:3]1, predict the reactants needed to synthesize it. The reactants are: [O:1]=[S:2]1(=[O:37])[C:8]2[CH:9]=[C:10]([O:15][CH2:16][C:17]([O:19]CC)=[O:18])[C:11]([S:13][CH3:14])=[CH:12][C:7]=2[N:6]([C:22]2[CH:27]=[CH:26][C:25]([Cl:28])=[CH:24][CH:23]=2)[CH2:5][C:4]([CH2:33][CH2:34][CH2:35][CH3:36])([CH2:29][CH2:30][CH2:31][CH3:32])[CH2:3]1.[OH-].[Na+].